From a dataset of Forward reaction prediction with 1.9M reactions from USPTO patents (1976-2016). Predict the product of the given reaction. (1) Given the reactants [OH-].[Na+].[CH2:3]([O:7][C:8]1[CH:13]=[C:12](/[CH:14]=[C:15](\[CH2:21][CH3:22])/[C:16]([O:18]CC)=[O:17])[CH:11]=[CH:10][C:9]=1[C:23]1[CH:28]=[CH:27][CH:26]=[C:25]([N:29]([CH3:38])[C:30]([NH:32][CH2:33][CH2:34][CH2:35][CH2:36][CH3:37])=[O:31])[CH:24]=1)[CH2:4][CH2:5][CH3:6], predict the reaction product. The product is: [CH2:3]([O:7][C:8]1[CH:13]=[C:12](/[CH:14]=[C:15](\[CH2:21][CH3:22])/[C:16]([OH:18])=[O:17])[CH:11]=[CH:10][C:9]=1[C:23]1[CH:28]=[CH:27][CH:26]=[C:25]([N:29]([CH3:38])[C:30]([NH:32][CH2:33][CH2:34][CH2:35][CH2:36][CH3:37])=[O:31])[CH:24]=1)[CH2:4][CH2:5][CH3:6]. (2) Given the reactants [CH2:1]([N:3]([CH2:19][CH3:20])[CH2:4][CH2:5][N:6]1[CH2:11][CH2:10][C:9]2[NH:12][C:13]([CH:16]=O)=[C:14]([CH3:15])[C:8]=2[C:7]1=[O:18])[CH3:2].[Br:21][C:22]1[CH:23]=[C:24]2[C:28](=[CH:29][CH:30]=1)[NH:27][C:26](=[O:31])[CH2:25]2, predict the reaction product. The product is: [Br:21][C:22]1[CH:23]=[C:24]2[C:28](=[CH:29][CH:30]=1)[NH:27][C:26](=[O:31])[C:25]2=[CH:16][C:13]1[NH:12][C:9]2[CH2:10][CH2:11][N:6]([CH2:5][CH2:4][N:3]3[CH2:19][CH2:20][CH2:2][CH2:1]3)[C:7](=[O:18])[C:8]=2[C:14]=1[CH3:15]. (3) Given the reactants [NH2:1][C:2]1[CH:3]=[C:4]2[C:9](=[CH:10][CH:11]=1)[N:8]=[CH:7][C:6]([C:12]#[N:13])=[C:5]2[NH:14][C:15]1[CH:20]=[CH:19][C:18]([F:21])=[C:17]([Cl:22])[CH:16]=1.[N:23]1([C:29]2[S:30][C:31]([CH:34]=O)=[CH:32][N:33]=2)[CH2:28][CH2:27][O:26][CH2:25][CH2:24]1.[BH3-]C#N.[Na+], predict the reaction product. The product is: [Cl:22][C:17]1[CH:16]=[C:15]([NH:14][C:5]2[C:4]3[C:9](=[CH:10][CH:11]=[C:2]([NH:1][CH2:34][C:31]4[S:30][C:29]([N:23]5[CH2:28][CH2:27][O:26][CH2:25][CH2:24]5)=[N:33][CH:32]=4)[CH:3]=3)[N:8]=[CH:7][C:6]=2[C:12]#[N:13])[CH:20]=[CH:19][C:18]=1[F:21]. (4) The product is: [F:3][C:4]1[C:12]2[O:11][C:10](=[O:13])[N:9]([CH2:15][C:16]([NH2:18])=[O:17])[C:8]=2[CH:7]=[CH:6][CH:5]=1. Given the reactants [H-].[Na+].[F:3][C:4]1[C:12]2[O:11][C:10](=[O:13])[NH:9][C:8]=2[CH:7]=[CH:6][CH:5]=1.Br[CH2:15][C:16]([NH2:18])=[O:17], predict the reaction product. (5) Given the reactants Cl[C:2]1[CH:7]=[CH:6][C:5]([C:8]([F:11])([F:10])[F:9])=[CH:4][N:3]=1.CN[C@H:14]1[CH2:19]N[CH2:17][C@@H:16](NC)[NH:15]1.C(=O)([O-])[O-].[K+].[K+].[Na+].[I-].[Cl-].[Na+].C[N:33]([CH:35]=O)[CH3:34], predict the reaction product. The product is: [CH3:19][C@H:14]1[NH:15][C@@H:16]([CH3:17])[CH2:35][N:33]([C:2]2[CH:7]=[CH:6][C:5]([C:8]([F:11])([F:10])[F:9])=[CH:4][N:3]=2)[CH2:34]1. (6) Given the reactants [OH:1][C:2]1[C:3]([CH3:24])=[C:4]2[C:9](=[C:10]([CH3:13])[C:11]=1[CH3:12])[O:8][C:7]([C:15]([N:17]1[CH2:22][CH2:21][CH:20]([OH:23])[CH2:19][CH2:18]1)=[O:16])([CH3:14])[CH2:6][CH2:5]2.[O:25]=[N+]([O-])[O-].[O-][N+](=O)[O-].[O-][N+](=O)[O-].[O-][N+](=O)[O-].[O-][N+](=O)[O-].[O-][N+](=O)[O-].[Ce+4].[NH4+].[NH4+], predict the reaction product. The product is: [OH:25][C:7]([CH3:14])([C:15]([N:17]1[CH2:22][CH2:21][CH:20]([OH:23])[CH2:19][CH2:18]1)=[O:16])[CH2:6][CH2:5][C:4]1[C:9](=[O:8])[C:10]([CH3:13])=[C:11]([CH3:12])[C:2](=[O:1])[C:3]=1[CH3:24].